Dataset: NCI-60 drug combinations with 297,098 pairs across 59 cell lines. Task: Regression. Given two drug SMILES strings and cell line genomic features, predict the synergy score measuring deviation from expected non-interaction effect. (1) Drug 1: C1=NNC2=C1C(=O)NC=N2. Drug 2: CC12CCC3C(C1CCC2OP(=O)(O)O)CCC4=C3C=CC(=C4)OC(=O)N(CCCl)CCCl.[Na+]. Cell line: 786-0. Synergy scores: CSS=4.85, Synergy_ZIP=-1.44, Synergy_Bliss=-0.0337, Synergy_Loewe=-1.31, Synergy_HSA=-0.650. (2) Drug 1: C1=CC(=CC=C1CCCC(=O)O)N(CCCl)CCCl. Drug 2: CC(C)(C#N)C1=CC(=CC(=C1)CN2C=NC=N2)C(C)(C)C#N. Cell line: MALME-3M. Synergy scores: CSS=0.545, Synergy_ZIP=-5.31, Synergy_Bliss=-9.16, Synergy_Loewe=-10.6, Synergy_HSA=-10.4. (3) Drug 1: CC1=C(C=C(C=C1)NC(=O)C2=CC=C(C=C2)CN3CCN(CC3)C)NC4=NC=CC(=N4)C5=CN=CC=C5. Drug 2: CC1CCC2CC(C(=CC=CC=CC(CC(C(=O)C(C(C(=CC(C(=O)CC(OC(=O)C3CCCCN3C(=O)C(=O)C1(O2)O)C(C)CC4CCC(C(C4)OC)OCCO)C)C)O)OC)C)C)C)OC. Cell line: UO-31. Synergy scores: CSS=12.1, Synergy_ZIP=0.635, Synergy_Bliss=1.63, Synergy_Loewe=-53.0, Synergy_HSA=-4.30. (4) Synergy scores: CSS=-0.424, Synergy_ZIP=-0.0891, Synergy_Bliss=-1.52, Synergy_Loewe=-0.978, Synergy_HSA=-2.28. Drug 1: C1=CC(=CC=C1C#N)C(C2=CC=C(C=C2)C#N)N3C=NC=N3. Drug 2: C1C(C(OC1N2C=NC3=C2NC=NCC3O)CO)O. Cell line: OVCAR-5.